From a dataset of Peptide-MHC class I binding affinity with 185,985 pairs from IEDB/IMGT. Regression. Given a peptide amino acid sequence and an MHC pseudo amino acid sequence, predict their binding affinity value. This is MHC class I binding data. The peptide sequence is LQMENKAWL. The MHC is H-2-Kb with pseudo-sequence H-2-Kb. The binding affinity (normalized) is 0.223.